Dataset: Full USPTO retrosynthesis dataset with 1.9M reactions from patents (1976-2016). Task: Predict the reactants needed to synthesize the given product. (1) Given the product [NH2:52][C:48]1[N:47]=[C:46]([C:45]2[S:44][C:43]([C:53]([CH3:54])([CH3:56])[CH3:55])=[N:42][C:41]=2[C:37]2[C:36]([F:57])=[C:35]([NH:34][S:23]([C:26]3[CH:31]=[CH:30][CH:29]=[CH:28][C:27]=3[F:33])(=[O:25])=[O:24])[CH:40]=[CH:39][CH:38]=2)[CH:51]=[CH:50][N:49]=1, predict the reactants needed to synthesize it. The reactants are: ClC1N=C(C2SC(C(C)C)=NC=2C2C=C(N[S:23]([C:26]3[C:31](F)=[CH:30][CH:29]=[CH:28][C:27]=3[F:33])(=[O:25])=[O:24])C=CC=2)C=CN=1.[NH2:34][C:35]1[C:36]([F:57])=[C:37]([C:41]2[N:42]=[C:43]([C:53]([CH3:56])([CH3:55])[CH3:54])[S:44][C:45]=2[C:46]2[CH:51]=[CH:50][N:49]=[C:48]([NH2:52])[N:47]=2)[CH:38]=[CH:39][CH:40]=1.FC1C=CC=CC=1S(Cl)(=O)=O. (2) Given the product [OH:2][C:3]1[CH:19]=[CH:18][C:6]2[N:7]=[C:8]([C:10]3[CH:15]=[CH:14][CH:13]=[C:12]([OH:16])[CH:11]=3)[S:9][C:5]=2[CH:4]=1, predict the reactants needed to synthesize it. The reactants are: C[O:2][C:3]1[CH:19]=[CH:18][C:6]2[N:7]=[C:8]([C:10]3[CH:15]=[CH:14][CH:13]=[C:12]([O:16]C)[CH:11]=3)[S:9][C:5]=2[CH:4]=1.B(Br)(Br)Br. (3) Given the product [Br:1][C:2]1[O:19][CH:5]2[CH2:6][NH:7][C:8](=[O:9])[CH:4]2[CH:3]=1, predict the reactants needed to synthesize it. The reactants are: [Br:1][C:2]1[O:19][CH:5]2[CH2:6][N:7](CC3C=CC(OC)=CC=3)[C:8](=[O:9])[CH:4]2[CH:3]=1. (4) Given the product [NH2:39][C:38]1[N:52]([CH3:51])[N:53]=[C:36]([C:42]2[CH:47]=[CH:46][C:45]([N+:48]([O-:50])=[O:49])=[CH:44][CH:43]=2)[C:37]=1[C:40]#[N:41], predict the reactants needed to synthesize it. The reactants are: [N+](C1C=CC(C(O)=O)=CC=1)([O-])=O.[Cl-].C(#N)CC#N.[H-].[Na+].Cl.C([O-])(O)=O.[Na+].S(OC)(OC)(=O)=O.CO[C:36]([C:42]1[CH:47]=[CH:46][C:45]([N+:48]([O-:50])=[O:49])=[CH:44][CH:43]=1)=[C:37]([C:40]#[N:41])[C:38]#[N:39].[CH3:51][NH:52][NH2:53]. (5) Given the product [NH2:24][CH2:23][C@@H:3]1[C@H:2]([CH3:1])[CH2:7][CH2:6][CH2:5][N:4]1[C:8]([C:9]1[CH:14]=[C:13]([CH3:15])[CH:12]=[CH:11][C:10]=1[C:16]1[CH:17]=[N:18][N:19]([CH3:21])[CH:20]=1)=[O:22], predict the reactants needed to synthesize it. The reactants are: [CH3:1][C@@H:2]1[CH2:7][CH2:6][CH2:5][N:4]([C:8](=[O:22])[C:9]2[CH:14]=[C:13]([CH3:15])[CH:12]=[CH:11][C:10]=2[C:16]2[CH:17]=[N:18][N:19]([CH3:21])[CH:20]=2)[C@@H:3]1[CH2:23][N:24]1C(=O)C2C(=CC=CC=2)C1=O.O.NN. (6) The reactants are: [CH:1]([C:3]1[NH:7][C:6]([CH3:8])=[C:5]([C:9]([OH:11])=O)[C:4]=1[CH3:12])=[O:2].[CH2:13]([N:15]([CH2:19][CH3:20])[CH2:16][CH2:17][NH2:18])[CH3:14]. Given the product [CH2:13]([N:15]([CH2:19][CH3:20])[CH2:16][CH2:17][NH:18][C:9]([C:5]1[C:4]([CH3:12])=[C:3]([CH:1]=[O:2])[NH:7][C:6]=1[CH3:8])=[O:11])[CH3:14], predict the reactants needed to synthesize it. (7) The reactants are: [CH3:1][O:2][C:3]1[CH:4]=[CH:5][C:6]2[CH2:15][CH:14]([CH3:16])[N:13]3[C:8](=[CH:9][C:10](=[O:22])[C:11]([C:17]([O:19]CC)=[O:18])=[CH:12]3)[C:7]=2[CH:23]=1.[OH-].[Na+].Cl. Given the product [CH3:1][O:2][C:3]1[CH:4]=[CH:5][C:6]2[CH2:15][CH:14]([CH3:16])[N:13]3[C:8](=[CH:9][C:10](=[O:22])[C:11]([C:17]([OH:19])=[O:18])=[CH:12]3)[C:7]=2[CH:23]=1, predict the reactants needed to synthesize it. (8) Given the product [CH3:14][O:15][C:16]1[CH:22]=[C:21]([N:23]2[CH:27]=[N:26][CH:25]=[N:24]2)[CH:20]=[CH:19][C:17]=1[NH:18][C:2]1[N:7]=[C:6]([NH:8][CH3:9])[C:5]([C:10]([F:13])([F:12])[F:11])=[CH:4][N:3]=1, predict the reactants needed to synthesize it. The reactants are: Cl[C:2]1[N:7]=[C:6]([NH:8][CH3:9])[C:5]([C:10]([F:13])([F:12])[F:11])=[CH:4][N:3]=1.[CH3:14][O:15][C:16]1[CH:22]=[C:21]([N:23]2[CH:27]=[N:26][CH:25]=[N:24]2)[CH:20]=[CH:19][C:17]=1[NH2:18].C1(C)C=CC(S(O)(=O)=O)=CC=1. (9) Given the product [CH3:1][N:2]1[CH2:7][CH2:6][CH:5]([NH:15][CH2:14][CH:10]2[CH2:11][CH2:12][CH2:13][O:9]2)[CH2:4][CH2:3]1, predict the reactants needed to synthesize it. The reactants are: [CH3:1][N:2]1[CH2:7][CH2:6][C:5](=O)[CH2:4][CH2:3]1.[O:9]1[CH2:13][CH2:12][CH2:11][CH:10]1[CH2:14][NH2:15]. (10) Given the product [C:20]([C:17]1[CH:18]=[CH:19][C:12]2[O:11][CH2:10][CH2:9][C:8]3[S:7][C:6]([C:4]([OH:5])=[O:3])=[N:15][C:14]=3[C:13]=2[CH:16]=1)#[N:21], predict the reactants needed to synthesize it. The reactants are: C([O:3][C:4]([C:6]1[S:7][C:8]2[CH2:9][CH2:10][O:11][C:12]3[CH:19]=[CH:18][C:17]([C:20]#[N:21])=[CH:16][C:13]=3[C:14]=2[N:15]=1)=[O:5])C.[OH-].[Na+].Cl.